Predict which catalyst facilitates the given reaction. From a dataset of Catalyst prediction with 721,799 reactions and 888 catalyst types from USPTO. (1) Reactant: [H-].[Na+].[C:3]([O:12][CH2:13][CH:14]=[CH2:15])(=[O:11])[CH2:4][C:5]([O:7][CH2:8][CH:9]=[CH2:10])=[O:6].Br[CH2:17][CH2:18][CH2:19][CH2:20][C:21]#[N:22].[Cl-].[NH4+]. Product: [C:21]([CH2:20][CH2:19][CH2:18][CH2:17][CH:4]([C:5]([O:7][CH2:8][CH:9]=[CH2:10])=[O:6])[C:3]([O:12][CH2:13][CH:14]=[CH2:15])=[O:11])#[N:22]. The catalyst class is: 12. (2) Reactant: [Br:1][C:2]1[CH:3]=[C:4]([CH:8]=[C:9]([OH:11])[CH:10]=1)[C:5]([OH:7])=[O:6].[O:12]1[CH2:16][CH2:15][CH2:14][C@@H:13]1[CH2:17]O.[C:19]1(P([C:21]2[CH:22]=[CH:23]C=[CH:19][CH:20]=2)[C:21]2[CH:22]=[CH:23]C=[CH:19][CH:20]=2)C=[CH:23][CH:22]=[CH:21][CH:20]=1.CC[O:40]C(/N=N/C(OCC)=O)=O. Product: [Br:1][C:2]1[CH:3]=[C:4]([CH:8]=[C:9]([O:11][CH2:17][C@H:13]2[CH2:14][CH2:15][CH2:16][O:12]2)[CH:10]=1)[C:5]([O:7][CH2:19][C@H:20]1[CH2:21][CH2:22][CH2:23][O:40]1)=[O:6]. The catalyst class is: 49. (3) Product: [NH2:1][C:2]1[C:3]([Cl:13])=[CH:4][C:5]([Br:12])=[C:6]2[C:11]=1[N:10]=[CH:9][CH:8]=[CH:7]2. The catalyst class is: 23. Reactant: [NH2:1][C:2]1[CH:3]=[CH:4][C:5]([Br:12])=[C:6]2[C:11]=1[N:10]=[CH:9][CH:8]=[CH:7]2.[Cl:13]N1C(=O)CCC1=O. (4) Reactant: [CH2:1]([O:3][CH:4]([O:14][CH2:15][CH3:16])[CH2:5][C:6](=O)[CH2:7][C:8]([O:10][CH2:11][CH3:12])=[O:9])[CH3:2].[CH3:17][NH2:18].Cl[CH2:20][CH:21]=O. Product: [CH2:1]([O:3][CH:4]([O:14][CH2:15][CH3:16])[CH2:5][C:6]1[N:18]([CH3:17])[CH:20]=[CH:21][C:7]=1[C:8]([O:10][CH2:11][CH3:12])=[O:9])[CH3:2]. The catalyst class is: 69. (5) Reactant: [CH3:1][C:2]1([CH3:10])[C:7](=[O:8])[CH2:6][C:5](=O)[CH2:4][O:3]1.[Br:11][C:12]1[CH:13]=[C:14]([CH:17]=[CH:18][C:19]=1[F:20])[CH:15]=O.[NH2:21]/[C:22](/[CH3:28])=[CH:23]\[C:24]([O:26]C)=[O:25]. Product: [Br:11][C:12]1[CH:13]=[C:14]([CH:15]2[C:6]3[C:7](=[O:8])[C:2]([CH3:10])([CH3:1])[O:3][CH2:4][C:5]=3[NH:21][C:22]3[CH2:28][O:26][C:24](=[O:25])[C:23]2=3)[CH:17]=[CH:18][C:19]=1[F:20]. The catalyst class is: 8. (6) Reactant: [CH3:1][O:2][C:3]1[CH:12]=[CH:11][CH:10]=[C:9]2[C:4]=1[CH2:5][CH2:6][CH2:7][C:8]2=[N:13][NH:14][C:15](=[S:17])[NH2:16].Br[CH2:19][C:20]([C:22]1[CH:27]=[CH:26][C:25]([F:28])=[CH:24][CH:23]=1)=O. Product: [F:28][C:25]1[CH:26]=[CH:27][C:22]([C:20]2[N:16]=[C:15]([NH:14][N:13]=[C:8]3[C:9]4[C:4](=[C:3]([O:2][CH3:1])[CH:12]=[CH:11][CH:10]=4)[CH2:5][CH2:6][CH2:7]3)[S:17][CH:19]=2)=[CH:23][CH:24]=1. The catalyst class is: 1.